Task: Predict the product of the given reaction.. Dataset: Forward reaction prediction with 1.9M reactions from USPTO patents (1976-2016) (1) Given the reactants [F:1][C:2]1[CH:3]=[C:4]([CH:39]=[CH:40][C:41]=1[F:42])[CH2:5][NH:6][C:7]([C:9]1[CH:10]=[CH:11][C:12]([F:38])=[C:13]([NH:15][C:16]([C:18]2[N:22]3[CH:23]=[CH:24][C:25]([C:27]4[CH:36]=[CH:35][C:30]([C:31]([O:33]C)=[O:32])=[C:29]([F:37])[CH:28]=4)=[CH:26][C:21]3=[N:20][CH:19]=2)=[O:17])[CH:14]=1)=[O:8].[OH-].[Na+], predict the reaction product. The product is: [F:1][C:2]1[CH:3]=[C:4]([CH:39]=[CH:40][C:41]=1[F:42])[CH2:5][NH:6][C:7]([C:9]1[CH:10]=[CH:11][C:12]([F:38])=[C:13]([NH:15][C:16]([C:18]2[N:22]3[CH:23]=[CH:24][C:25]([C:27]4[CH:36]=[CH:35][C:30]([C:31]([OH:33])=[O:32])=[C:29]([F:37])[CH:28]=4)=[CH:26][C:21]3=[N:20][CH:19]=2)=[O:17])[CH:14]=1)=[O:8]. (2) Given the reactants [Si:1]([O:8][C@H:9]1[CH2:14][NH:13][CH2:12][C@H:11]([OH:15])[CH2:10]1)([C:4]([CH3:7])([CH3:6])[CH3:5])([CH3:3])[CH3:2].Cl[C:17]([O:19][CH2:20][C:21]1[CH:26]=[CH:25][CH:24]=[CH:23][CH:22]=1)=[O:18], predict the reaction product. The product is: [Si:1]([O:8][C@@H:9]1[CH2:10][C@@H:11]([OH:15])[CH2:12][N:13]([C:17]([O:19][CH2:20][C:21]2[CH:26]=[CH:25][CH:24]=[CH:23][CH:22]=2)=[O:18])[CH2:14]1)([C:4]([CH3:7])([CH3:6])[CH3:5])([CH3:3])[CH3:2]. (3) Given the reactants [Cl:1][C:2]1[CH:3]=[C:4]([CH:12]=O)[C:5]2[C:10]([CH:11]=1)=[CH:9][CH:8]=[CH:7][CH:6]=2.C[Si]([N-:18][Si](C)(C)C)(C)C.[Li+].[H-].[Al+3].[Li+].[H-].[H-].[H-], predict the reaction product. The product is: [Cl:1][C:2]1[CH:3]=[C:4]([CH2:12][NH2:18])[C:5]2[C:10]([CH:11]=1)=[CH:9][CH:8]=[CH:7][CH:6]=2.